This data is from Reaction yield outcomes from USPTO patents with 853,638 reactions. The task is: Predict the reaction yield, written as a fraction of the theoretical maximum amount of product (1.0 means a 100% yield; for example, 0.34 means a 34% yield). (1) The reactants are C([C:3]1[CH:4]=[C:5]([CH:10]=[CH:11][C:12]=1[O:13][CH:14]([CH3:17])[CH:15]=[CH2:16])[C:6]([O:8][CH3:9])=[O:7])=O. The product is [CH3:17][CH:14]1[CH:15]=[CH:16][C:3]2[C:12](=[CH:11][CH:10]=[C:5]([C:6]([O:8][CH3:9])=[O:7])[CH:4]=2)[O:13]1. The yield is 0.690. The catalyst is C(Cl)Cl.C1CCC(P(C2CCCCC2)C2CCCCC2)CC1.C1CCC(P(C2CCCCC2)C2CCCCC2)CC1.C1C=CC(C=[Ru](Cl)Cl)=CC=1. (2) The reactants are [O:1]=[C:2]1[C:11]([C:12]#[N:13])=[C:10]2[C:5]([C:6](=[O:14])[CH2:7][CH2:8][CH2:9]2)=[CH:4][NH:3]1.I[CH2:16][CH2:17][CH2:18][CH3:19].[H-].[Na+].Cl. The catalyst is CN(C=O)C. The product is [CH2:16]([N:3]1[C:2](=[O:1])[C:11]([C:12]#[N:13])=[C:10]2[C:5]([C:6](=[O:14])[CH2:7][CH2:8][CH2:9]2)=[CH:4]1)[CH2:17][CH2:18][CH3:19]. The yield is 0.610.